The task is: Predict the product of the given reaction.. This data is from Forward reaction prediction with 1.9M reactions from USPTO patents (1976-2016). (1) The product is: [CH3:1][O:2][C:3](=[O:13])[CH:4]([C:5]1[CH:10]=[CH:9][C:8]([Cl:11])=[CH:7][C:6]=1[Cl:12])[CH2:16][OH:17]. Given the reactants [CH3:1][O:2][C:3](=[O:13])[CH2:4][C:5]1[CH:10]=[CH:9][C:8]([Cl:11])=[CH:7][C:6]=1[Cl:12].C=O.[C:16]([O-])(O)=[O:17].[Na+], predict the reaction product. (2) Given the reactants [NH3:1].[Br:2][C:3]1[C:4]([S:10](Cl)(=[O:12])=[O:11])=[C:5]([Cl:9])[S:6][C:7]=1[Cl:8], predict the reaction product. The product is: [Br:2][C:3]1[C:4]([S:10]([NH2:1])(=[O:12])=[O:11])=[C:5]([Cl:9])[S:6][C:7]=1[Cl:8]. (3) Given the reactants [CH2:1]([N:3]([CH2:37][CH3:38])[CH2:4][CH2:5][CH2:6][NH:7][C:8]1[N:9]=[C:10]([C:27]2[C:28]([CH3:36])=[C:29]([CH:33]=[CH:34][CH:35]=2)[C:30](O)=[O:31])[C:11]2[CH:17]=[CH:16][C:15](=[O:18])[N:14]([C:19]3[C:24]([F:25])=[CH:23][CH:22]=[CH:21][C:20]=3[F:26])[C:12]=2[N:13]=1)[CH3:2].CN(C(O[N:47]1N=N[C:49]2[CH:50]=[CH:51][CH:52]=[CH:53][C:48]1=2)=[N+](C)C)C.F[P-](F)(F)(F)(F)F.C(N(CC)CC)C.NC1C=CC=CC=1, predict the reaction product. The product is: [CH2:37]([N:3]([CH2:1][CH3:2])[CH2:4][CH2:5][CH2:6][NH:7][C:8]1[N:9]=[C:10]([C:27]2[C:28]([CH3:36])=[C:29]([CH:33]=[CH:34][CH:35]=2)[C:30]([NH:47][C:48]2[CH:53]=[CH:52][CH:51]=[CH:50][CH:49]=2)=[O:31])[C:11]2[CH:17]=[CH:16][C:15](=[O:18])[N:14]([C:19]3[C:24]([F:25])=[CH:23][CH:22]=[CH:21][C:20]=3[F:26])[C:12]=2[N:13]=1)[CH3:38].